From a dataset of NCI-60 drug combinations with 297,098 pairs across 59 cell lines. Regression. Given two drug SMILES strings and cell line genomic features, predict the synergy score measuring deviation from expected non-interaction effect. (1) Drug 1: C1CN1P(=S)(N2CC2)N3CC3. Drug 2: CCC1=C2CN3C(=CC4=C(C3=O)COC(=O)C4(CC)O)C2=NC5=C1C=C(C=C5)O. Cell line: UACC62. Synergy scores: CSS=44.5, Synergy_ZIP=2.41, Synergy_Bliss=0.998, Synergy_Loewe=4.67, Synergy_HSA=6.42. (2) Drug 1: C(CC(=O)O)C(=O)CN.Cl. Drug 2: C1CN(CCN1C(=O)CCBr)C(=O)CCBr. Cell line: NCI-H226. Synergy scores: CSS=7.00, Synergy_ZIP=-3.10, Synergy_Bliss=0.768, Synergy_Loewe=0.167, Synergy_HSA=1.52. (3) Drug 1: C1=CC(=CC=C1CC(C(=O)O)N)N(CCCl)CCCl.Cl. Drug 2: CCN(CC)CCCC(C)NC1=C2C=C(C=CC2=NC3=C1C=CC(=C3)Cl)OC. Cell line: DU-145. Synergy scores: CSS=11.8, Synergy_ZIP=-5.12, Synergy_Bliss=-2.51, Synergy_Loewe=-10.7, Synergy_HSA=-4.74. (4) Drug 1: CC12CCC3C(C1CCC2=O)CC(=C)C4=CC(=O)C=CC34C. Drug 2: CCC1(CC2CC(C3=C(CCN(C2)C1)C4=CC=CC=C4N3)(C5=C(C=C6C(=C5)C78CCN9C7C(C=CC9)(C(C(C8N6C=O)(C(=O)OC)O)OC(=O)C)CC)OC)C(=O)OC)O.OS(=O)(=O)O. Cell line: SNB-75. Synergy scores: CSS=36.5, Synergy_ZIP=0.466, Synergy_Bliss=4.95, Synergy_Loewe=6.50, Synergy_HSA=6.18.